Dataset: CYP2D6 inhibition data for predicting drug metabolism from PubChem BioAssay. Task: Regression/Classification. Given a drug SMILES string, predict its absorption, distribution, metabolism, or excretion properties. Task type varies by dataset: regression for continuous measurements (e.g., permeability, clearance, half-life) or binary classification for categorical outcomes (e.g., BBB penetration, CYP inhibition). Dataset: cyp2d6_veith. (1) The molecule is COc1ccc(Oc2ncc3nc(C)c(=O)n(CCc4ccccc4)c3n2)cc1. The result is 0 (non-inhibitor). (2) The compound is C[C@H](CC(C#N)(c1ccccc1)c1ccccc1)N1CCCCC1. The result is 1 (inhibitor). (3) The molecule is C[C@@H](c1ccccc1)N1C(=O)[C@H]2CC[C@H]3/C(=N\OC[C@@H](O)COCc4ccco4)C[C@@H](O)[C@@H](O)[C@@H]3[C@@H]2C1=O. The result is 0 (non-inhibitor). (4) The molecule is CCn1c(SCC(=O)Nc2sc3c(c2C#N)CCC(C(C)(C)C)C3)nnc1-c1ccco1. The result is 0 (non-inhibitor).